From a dataset of Catalyst prediction with 721,799 reactions and 888 catalyst types from USPTO. Predict which catalyst facilitates the given reaction. (1) Reactant: Cl.[N+:2]([C:5]1[CH:6]=[CH:7][C:8]([NH2:13])=[C:9]([CH:12]=1)[CH2:10][NH2:11])([O-:4])=[O:3].[C:14](Cl)(=O)[C:15]1[CH:23]=[CH:22][C:21]2[O:20][CH2:19][O:18][C:17]=2[CH:16]=1.C1(Cl)C(=O)C(Cl)=C(Cl)C(=O)C=1Cl. Product: [N+:2]([C:5]1[CH:12]=[C:9]2[C:8](=[CH:7][CH:6]=1)[N:13]=[C:14]([C:15]1[CH:23]=[CH:22][C:21]3[O:20][CH2:19][O:18][C:17]=3[CH:16]=1)[N:11]=[CH:10]2)([O-:4])=[O:3]. The catalyst class is: 426. (2) Reactant: [Cl:1][C:2]1[CH:13]=[CH:12][C:5]([CH2:6][CH:7]([C:10]#[N:11])[C:8]#[N:9])=[CH:4][CH:3]=1.[H-].[Na+].I[CH2:17][CH2:18][C:19]([F:25])([F:24])[C:20]([F:23])([F:22])[F:21]. Product: [Cl:1][C:2]1[CH:3]=[CH:4][C:5]([CH2:6][C:7]([CH2:17][CH2:18][C:19]([F:25])([F:24])[C:20]([F:23])([F:22])[F:21])([C:8]#[N:9])[C:10]#[N:11])=[CH:12][CH:13]=1. The catalyst class is: 9. (3) Reactant: [C:1]([CH2:3][C:4]([OH:6])=O)#[N:2].C1C=CC2N(O)N=NC=2C=1.CCN=C=NCCCN(C)C.Cl.[NH:29]1[C:38]2[C:33](=[CH:34][CH:35]=[CH:36][CH:37]=2)[CH2:32][CH2:31][CH2:30]1.C(N(C(C)C)CC)(C)C. Product: [N:29]1([C:4](=[O:6])[CH2:3][C:1]#[N:2])[C:38]2[C:33](=[CH:34][CH:35]=[CH:36][CH:37]=2)[CH2:32][CH2:31][CH2:30]1. The catalyst class is: 3. (4) Reactant: [F:1][C:2]1[CH:8]=[CH:7][C:5]([NH2:6])=[CH:4][C:3]=1[N+:9]([O-:11])=[O:10].[F:12][C:13]1[CH:21]=[C:20]([F:22])[CH:19]=[CH:18][C:14]=1[C:15](Cl)=[O:16]. Product: [F:12][C:13]1[CH:21]=[C:20]([F:22])[CH:19]=[CH:18][C:14]=1[C:15]([NH:6][C:5]1[CH:7]=[CH:8][C:2]([F:1])=[C:3]([N+:9]([O-:11])=[O:10])[CH:4]=1)=[O:16]. The catalyst class is: 12. (5) Reactant: [C:1]([O:5][C@@H:6]([C:12]1[C:13]([CH3:34])=[N:14][C:15]([CH3:33])=[C:16]([C:26]2[CH:31]=[CH:30][C:29](O)=[CH:28][CH:27]=2)[C:17]=1[N:18]1[CH2:23][CH2:22][C:21]([CH3:25])([CH3:24])[CH2:20][CH2:19]1)[C:7]([O:9]CC)=[O:8])([CH3:4])([CH3:3])[CH3:2].[CH:35]1[C:44]2[C:39](=[CH:40][CH:41]=[CH:42][CH:43]=2)[CH:38]=[CH:37][C:36]=1[CH2:45][CH2:46][OH:47].C1C=CC(P(C2C=CC=CC=2)C2C=CC=CC=2)=CC=1.CCOC(/N=N/C(OCC)=O)=O.[OH-].[Na+]. Product: [C:1]([O:5][C@@H:6]([C:12]1[C:13]([CH3:34])=[N:14][C:15]([CH3:33])=[C:16]([C:26]2[CH:27]=[CH:28][C:29]([O:47][CH2:46][CH2:45][C:36]3[CH:37]=[CH:38][C:39]4[C:44](=[CH:43][CH:42]=[CH:41][CH:40]=4)[CH:35]=3)=[CH:30][CH:31]=2)[C:17]=1[N:18]1[CH2:19][CH2:20][C:21]([CH3:25])([CH3:24])[CH2:22][CH2:23]1)[C:7]([OH:9])=[O:8])([CH3:4])([CH3:2])[CH3:3]. The catalyst class is: 36. (6) Reactant: CN(C)[CH:3]=[CH:4][C:5]([C:7]1[N:11]([CH:12]2[CH2:15][CH2:14][CH2:13]2)[C:10]([CH3:16])=[N:9][CH:8]=1)=O.Cl.[NH2:19][C:20]([NH2:22])=[NH:21].C[O-].[Na+]. Product: [NH2:21][C:20]1[N:22]=[C:5]([C:7]2[N:11]([CH:12]3[CH2:13][CH2:14][CH2:15]3)[C:10]([CH3:16])=[N:9][CH:8]=2)[CH:4]=[CH:3][N:19]=1. The catalyst class is: 51.